This data is from Full USPTO retrosynthesis dataset with 1.9M reactions from patents (1976-2016). The task is: Predict the reactants needed to synthesize the given product. Given the product [CH2:30]([C:22]1[N:21]([C:10]2[N:9]=[C:8]3[C:13]([N:14]=[C:6]([CH2:5][CH:3]4[CH2:2][N:1]([C:34]([CH3:39])([CH3:38])[C:35]([NH2:37])=[O:36])[CH2:4]4)[N:7]3[CH3:32])=[C:12]([N:15]3[CH2:20][CH2:19][O:18][CH2:17][CH2:16]3)[N:11]=2)[C:25]2[CH:26]=[CH:27][CH:28]=[CH:29][C:24]=2[N:23]=1)[CH3:31], predict the reactants needed to synthesize it. The reactants are: [NH:1]1[CH2:4][CH:3]([CH2:5][C:6]2[N:7]([CH3:32])[C:8]3[C:13]([N:14]=2)=[C:12]([N:15]2[CH2:20][CH2:19][O:18][CH2:17][CH2:16]2)[N:11]=[C:10]([N:21]2[C:25]4[CH:26]=[CH:27][CH:28]=[CH:29][C:24]=4[N:23]=[C:22]2[CH2:30][CH3:31])[N:9]=3)[CH2:2]1.Br[C:34]([CH3:39])([CH3:38])[C:35]([NH2:37])=[O:36].